Dataset: Catalyst prediction with 721,799 reactions and 888 catalyst types from USPTO. Task: Predict which catalyst facilitates the given reaction. Reactant: [CH3:1][C:2]([CH3:17])([CH3:16])[C:3]([NH:5][C:6]1[CH:11]=[CH:10][C:9]([N+:12]([O-:14])=[O:13])=[CH:8][C:7]=1[CH3:15])=O.S(Cl)(Cl)=O.[CH2:22]([NH:26][CH2:27][CH:28]([CH3:30])[CH3:29])[CH:23]([CH3:25])[CH3:24]. Product: [CH2:22]([N:26]([CH2:27][CH:28]([CH3:30])[CH3:29])[C:3](=[N:5][C:6]1[CH:11]=[CH:10][C:9]([N+:12]([O-:14])=[O:13])=[CH:8][C:7]=1[CH3:15])[C:2]([CH3:17])([CH3:16])[CH3:1])[CH:23]([CH3:25])[CH3:24]. The catalyst class is: 2.